From a dataset of Full USPTO retrosynthesis dataset with 1.9M reactions from patents (1976-2016). Predict the reactants needed to synthesize the given product. (1) Given the product [CH3:36][NH:38][C:8]([C:7]1[CH:6]=[C:5]([CH:13]=[C:12]([C:14]2[CH:19]=[CH:18][C:17]([CH3:20])=[CH:16][N:15]=2)[CH:11]=1)[C:3]([O:2][CH3:1])=[O:4])=[O:9], predict the reactants needed to synthesize it. The reactants are: [CH3:1][O:2][C:3]([C:5]1[CH:6]=[C:7]([CH:11]=[C:12]([C:14]2[CH:19]=[CH:18][C:17]([CH3:20])=[CH:16][N:15]=2)[CH:13]=1)[C:8](O)=[O:9])=[O:4].N.O1CCOCC1.C(Cl)CCl.C1C=CC2N(O)N=[N:38][C:36]=2C=1.C(N(CC)C(C)C)(C)C. (2) Given the product [OH:29]/[N:28]=[C:2]1/[C:3]2[CH:22]=[C:21]([NH:23][S:24]([CH3:27])(=[O:26])=[O:25])[CH:20]=[CH:19][C:4]=2[CH:5]=[CH:6][C:7]2[C:12]/1=[CH:11][C:10]([C:13]1[CH:18]=[CH:17][CH:16]=[CH:15][CH:14]=1)=[CH:9][N:8]=2, predict the reactants needed to synthesize it. The reactants are: O=[C:2]1[C:12]2[C:7](=[N:8][CH:9]=[C:10]([C:13]3[CH:18]=[CH:17][CH:16]=[CH:15][CH:14]=3)[CH:11]=2)[CH:6]=[CH:5][C:4]2[CH:19]=[CH:20][C:21]([NH:23][S:24]([CH3:27])(=[O:26])=[O:25])=[CH:22][C:3]1=2.[NH2:28][OH:29].Cl.N1C=CC=CC=1. (3) Given the product [Br:2][C:3]1[CH:4]=[C:5]([C:10]([C:15]2[CH:16]=[N:17][CH:18]=[CH:19][CH:20]=2)=[C:11]([CH3:13])[CH3:12])[CH:6]=[C:7]([Cl:9])[CH:8]=1, predict the reactants needed to synthesize it. The reactants are: Br.[Br:2][C:3]1[CH:4]=[C:5]([C:10]([C:15]2[CH:16]=[N:17][CH:18]=[CH:19][CH:20]=2)(O)[CH:11]([CH3:13])[CH3:12])[CH:6]=[C:7]([Cl:9])[CH:8]=1.O. (4) The reactants are: [CH3:1][O:2][C:3]1[CH:4]=[C:5]([C:9]2[N:14]=[C:13]([C:15]([NH:17][C:18]3[C:27]([CH3:28])=[CH:26][C:21]([C:22]([O:24]C)=[O:23])=[CH:20][C:19]=3[CH3:29])=[O:16])[C:12]([CH3:30])=[CH:11][CH:10]=2)[CH:6]=[CH:7][CH:8]=1.[OH-].[Na+].Cl. Given the product [CH3:1][O:2][C:3]1[CH:4]=[C:5]([C:9]2[N:14]=[C:13]([C:15]([NH:17][C:18]3[C:27]([CH3:28])=[CH:26][C:21]([C:22]([OH:24])=[O:23])=[CH:20][C:19]=3[CH3:29])=[O:16])[C:12]([CH3:30])=[CH:11][CH:10]=2)[CH:6]=[CH:7][CH:8]=1, predict the reactants needed to synthesize it. (5) Given the product [S:1]1[C:5]2[CH:6]=[C:7]([NH:10][C:17]([NH:16][C:13]([CH3:15])([CH3:14])[CH2:12][Cl:11])=[O:18])[CH:8]=[CH:9][C:4]=2[N:3]=[CH:2]1, predict the reactants needed to synthesize it. The reactants are: [S:1]1[C:5]2[CH:6]=[C:7]([NH2:10])[CH:8]=[CH:9][C:4]=2[N:3]=[CH:2]1.[Cl:11][CH2:12][C:13]([N:16]=[C:17]=[O:18])([CH3:15])[CH3:14].CO. (6) Given the product [C:1]([O:4][CH2:5][C:6]1[C:11]([N:12]2[CH2:24][CH2:23][N:15]3[C:16]4[CH2:17][CH2:18][CH2:19][CH2:20][C:21]=4[CH:22]=[C:14]3[C:13]2=[O:25])=[CH:10][C:9]([F:26])=[CH:8][C:7]=1[C:37]1[CH:38]=[C:39]([NH:45][C:46]2[CH:51]=[CH:50][C:49]([N:52]3[CH2:59][CH:58]4[CH:54]([CH2:55][N:56]([CH3:60])[CH2:57]4)[CH2:53]3)=[CH:48][N:47]=2)[C:40](=[O:44])[N:41]([CH3:43])[CH:42]=1)(=[O:3])[CH3:2], predict the reactants needed to synthesize it. The reactants are: [C:1]([O:4][CH2:5][C:6]1[C:11]([N:12]2[CH2:24][CH2:23][N:15]3[C:16]4[CH2:17][CH2:18][CH2:19][CH2:20][C:21]=4[CH:22]=[C:14]3[C:13]2=[O:25])=[CH:10][C:9]([F:26])=[CH:8][C:7]=1B1OC(C)(C)C(C)(C)O1)(=[O:3])[CH3:2].Br[C:37]1[CH:38]=[C:39]([NH:45][C:46]2[CH:51]=[CH:50][C:49]([N:52]3[CH2:59][CH:58]4[CH:54]([CH2:55][N:56]([CH3:60])[CH2:57]4)[CH2:53]3)=[CH:48][N:47]=2)[C:40](=[O:44])[N:41]([CH3:43])[CH:42]=1.